This data is from Full USPTO retrosynthesis dataset with 1.9M reactions from patents (1976-2016). The task is: Predict the reactants needed to synthesize the given product. (1) Given the product [F:13][C:4]1[CH:3]=[C:2]([C:26]2[C:27]3[C:28](=[N:29][CH:30]=[C:31]([C:33]4[CH:34]=[CH:35][CH:36]=[CH:37][CH:38]=4)[CH:32]=3)[N:24]([S:21]([C:18]3[CH:17]=[CH:16][C:15]([CH3:14])=[CH:20][CH:19]=3)(=[O:22])=[O:23])[CH:25]=2)[CH:7]=[CH:6][C:5]=1[C:8]1[NH:12][N:11]=[N:10][N:9]=1, predict the reactants needed to synthesize it. The reactants are: Br[C:2]1[CH:7]=[CH:6][C:5]([C:8]2[NH:12][N:11]=[N:10][N:9]=2)=[C:4]([F:13])[CH:3]=1.[CH3:14][C:15]1[CH:20]=[CH:19][C:18]([S:21]([N:24]2[C:28]3=[N:29][CH:30]=[C:31]([C:33]4[CH:38]=[CH:37][CH:36]=[CH:35][CH:34]=4)[CH:32]=[C:27]3[C:26](B(O)O)=[CH:25]2)(=[O:23])=[O:22])=[CH:17][CH:16]=1.C([O-])([O-])=O.[K+].[K+]. (2) Given the product [Cl:1][C:2]1[C:3]([C:9]#[N:10])=[N:4][CH:5]=[C:6]([C:12]#[C:11][C:13]2[CH:18]=[CH:17][C:16]([CH3:19])=[CH:15][CH:14]=2)[CH:7]=1, predict the reactants needed to synthesize it. The reactants are: [Cl:1][C:2]1[C:3]([C:9]#[N:10])=[N:4][CH:5]=[C:6](Cl)[CH:7]=1.[C:11]([C:13]1[CH:18]=[CH:17][C:16]([CH3:19])=[CH:15][CH:14]=1)#[CH:12].C(N(CC)CC)C. (3) Given the product [CH2:1]([C:3]1[C:7]2[CH:8]=[CH:9][CH:10]=[CH:11][C:6]=2[O:5][C:4]=1[CH2:12][N:13]([CH3:14])[C:28](=[O:30])/[CH:27]=[CH:26]/[C:23]1[CH:24]=[N:25][C:18]2[NH:17][C:16](=[O:15])[CH2:21][O:20][C:19]=2[CH:22]=1)[CH3:2], predict the reactants needed to synthesize it. The reactants are: [CH2:1]([C:3]1[C:7]2[CH:8]=[CH:9][CH:10]=[CH:11][C:6]=2[O:5][C:4]=1[CH2:12][NH:13][CH3:14])[CH3:2].[O:15]=[C:16]1[CH2:21][O:20][C:19]2[CH:22]=[C:23](/[CH:26]=[CH:27]/[C:28]([OH:30])=O)[CH:24]=[N:25][C:18]=2[NH:17]1.ON1C2C=CC=CC=2N=N1.C(N(C(C)C)CC)(C)C. (4) Given the product [Br:1][C:2]1[CH:3]=[C:4]([CH:13]=[C:14]([Br:17])[C:15]=1[Br:16])[CH2:5][N:6]1[CH:10]=[C:9]([CH:11]=[N:19][OH:20])[N:8]=[N:7]1, predict the reactants needed to synthesize it. The reactants are: [Br:1][C:2]1[CH:3]=[C:4]([CH:13]=[C:14]([Br:17])[C:15]=1[Br:16])[CH2:5][N:6]1[CH:10]=[C:9]([CH:11]=O)[N:8]=[N:7]1.Cl.[NH2:19][OH:20].C(=O)([O-])[O-].[Na+].[Na+]. (5) Given the product [Cl:1][C:2]1[C:6]([N:7]([CH3:8])[C:24](=[O:25])[C:23]([CH3:30])([CH3:22])[CH2:27][S:28][CH3:29])=[CH:5][N:4]([C:9]2[CH:10]=[N:11][CH:12]=[CH:13][CH:14]=2)[N:3]=1, predict the reactants needed to synthesize it. The reactants are: [Cl:1][C:2]1[C:6]([NH:7][CH3:8])=[CH:5][N:4]([C:9]2[CH:10]=[N:11][CH:12]=[CH:13][CH:14]=2)[N:3]=1.C(N(CC)CC)C.[CH3:22][C:23]([CH3:30])([CH2:27][S:28][CH3:29])[C:24](Cl)=[O:25].O. (6) Given the product [Br:9][C:10]1[CH:17]=[CH:16][C:13]([CH:14]([OH:15])[CH2:1][CH2:2][CH2:3][CH2:4][CH2:5][CH3:6])=[CH:12][CH:11]=1, predict the reactants needed to synthesize it. The reactants are: [CH2:1]([Mg]Br)[CH2:2][CH2:3][CH2:4][CH2:5][CH3:6].[Br:9][C:10]1[CH:17]=[CH:16][C:13]([CH:14]=[O:15])=[CH:12][CH:11]=1.